This data is from Full USPTO retrosynthesis dataset with 1.9M reactions from patents (1976-2016). The task is: Predict the reactants needed to synthesize the given product. (1) Given the product [CH2:1]([O:3][C:4]([C:6]1[C:14]2[C:9](=[CH:10][CH:11]=[C:12]([O:15][C:38]3[CH:39]=[CH:40][C:35]([O:34][CH:31]([CH3:33])[CH3:32])=[CH:36][CH:37]=3)[CH:13]=2)[N:8]([C:16]2[CH:17]=[CH:18][C:19]([CH:22]([CH3:24])[CH3:23])=[CH:20][CH:21]=2)[C:7]=1[CH2:25][C:26]([O:28][CH2:29][CH3:30])=[O:27])=[O:5])[CH3:2], predict the reactants needed to synthesize it. The reactants are: [CH2:1]([O:3][C:4]([C:6]1[C:14]2[C:9](=[CH:10][CH:11]=[C:12]([OH:15])[CH:13]=2)[N:8]([C:16]2[CH:21]=[CH:20][C:19]([CH:22]([CH3:24])[CH3:23])=[CH:18][CH:17]=2)[C:7]=1[CH2:25][C:26]([O:28][CH2:29][CH3:30])=[O:27])=[O:5])[CH3:2].[CH:31]([O:34][C:35]1[CH:40]=[CH:39][C:38](B(O)O)=[CH:37][CH:36]=1)([CH3:33])[CH3:32]. (2) Given the product [C:1]([O:5][C:6](=[O:18])[NH:7][C:8]([C:11]1[CH:16]=[CH:15][CH:14]=[C:13]([CH:19]2[CH2:21][CH2:20]2)[N:12]=1)([CH3:10])[CH3:9])([CH3:4])([CH3:3])[CH3:2], predict the reactants needed to synthesize it. The reactants are: [C:1]([O:5][C:6](=[O:18])[NH:7][C:8]([C:11]1[CH:16]=[CH:15][CH:14]=[C:13](Br)[N:12]=1)([CH3:10])[CH3:9])([CH3:4])([CH3:3])[CH3:2].[CH:19]1(B(O)O)[CH2:21][CH2:20]1.P([O-])([O-])([O-])=O.[K+].[K+].[K+].C1(P(C2CCCCC2)C2CCCCC2)CCCCC1.C(P(C(C)(C)C)C(C)(C)C)(C)(C)C. (3) Given the product [CH3:26][O:27][C:28]1[CH:33]=[C:32]([O:34][CH3:35])[N:31]=[C:30]([N:36]2[CH2:37][CH2:38][N:39]([CH2:12][CH2:13][CH2:14][CH2:15][C:16]3[C:24]4[C:19](=[CH:20][CH:21]=[C:22]([F:25])[CH:23]=4)[NH:18][CH:17]=3)[CH2:40][CH2:41]2)[N:29]=1, predict the reactants needed to synthesize it. The reactants are: CC1C=CC(S(O[CH2:12][CH2:13][CH2:14][CH2:15][C:16]2[C:24]3[C:19](=[CH:20][CH:21]=[C:22]([F:25])[CH:23]=3)[NH:18][CH:17]=2)(=O)=O)=CC=1.[CH3:26][O:27][C:28]1[CH:33]=[C:32]([O:34][CH3:35])[N:31]=[C:30]([N:36]2[CH2:41][CH2:40][NH:39][CH2:38][CH2:37]2)[N:29]=1.C(=O)([O-])[O-].[K+].[K+].[I-].[K+]. (4) Given the product [CH2:1]([O:8][C:9]1[CH:14]=[CH:13][N:12]([C:24]2[CH:29]=[CH:28][C:27]([S:30]([CH3:33])(=[O:32])=[O:31])=[CH:26][C:25]=2[F:34])[C:11](=[O:15])[CH:10]=1)[C:2]1[CH:3]=[CH:4][CH:5]=[CH:6][CH:7]=1, predict the reactants needed to synthesize it. The reactants are: [CH2:1]([O:8][C:9]1[CH:14]=[CH:13][NH:12][C:11](=[O:15])[CH:10]=1)[C:2]1[CH:7]=[CH:6][CH:5]=[CH:4][CH:3]=1.CN(C=O)C.[H-].[Na+].F[C:24]1[CH:29]=[CH:28][C:27]([S:30]([CH3:33])(=[O:32])=[O:31])=[CH:26][C:25]=1[F:34]. (5) The reactants are: [C:1]([C:3]1[CH:4]=[C:5]([NH:9][C:10](=[O:13])[CH2:11][CH3:12])[CH:6]=[CH:7][CH:8]=1)#[N:2].[H-].[Na+].[F:16][C:17]([F:28])([F:27])[O:18][C:19]1[CH:26]=[CH:25][C:22]([CH2:23]Br)=[CH:21][CH:20]=1.CC(O)C. Given the product [C:1]([C:3]1[CH:4]=[C:5]([N:9]([CH2:23][C:22]2[CH:25]=[CH:26][C:19]([O:18][C:17]([F:16])([F:27])[F:28])=[CH:20][CH:21]=2)[C:10](=[O:13])[CH2:11][CH3:12])[CH:6]=[CH:7][CH:8]=1)#[N:2], predict the reactants needed to synthesize it. (6) Given the product [Cl:26][C:27]1[CH:28]=[C:29]([CH:50]=[CH:51][C:52]=1[O:53][CH2:54][C:55]1[CH:60]=[CH:59][CH:58]=[C:57]([F:61])[CH:56]=1)[NH:30][C:31]1[C:40]2[C:35](=[CH:36][C:37]([O:15][CH2:14][CH:11]3[CH2:10][CH2:9][N:8]([C:6]([O:5][C:1]([CH3:2])([CH3:3])[CH3:4])=[O:7])[CH2:13][CH2:12]3)=[CH:38][C:39]=2[O:41][CH:42]2[CH2:47][CH2:46][N:45]([CH3:48])[CH2:44][CH2:43]2)[N:34]=[CH:33][N:32]=1, predict the reactants needed to synthesize it. The reactants are: [C:1]([O:5][C:6]([N:8]1[CH2:13][CH2:12][CH:11]([CH2:14][O:15]S(C2C=CC(C)=CC=2)(=O)=O)[CH2:10][CH2:9]1)=[O:7])([CH3:4])([CH3:3])[CH3:2].[Cl:26][C:27]1[CH:28]=[C:29]([CH:50]=[CH:51][C:52]=1[O:53][CH2:54][C:55]1[CH:60]=[CH:59][CH:58]=[C:57]([F:61])[CH:56]=1)[NH:30][C:31]1[C:40]2[C:35](=[CH:36][C:37](O)=[CH:38][C:39]=2[O:41][CH:42]2[CH2:47][CH2:46][N:45]([CH3:48])[CH2:44][CH2:43]2)[N:34]=[CH:33][N:32]=1. (7) The reactants are: [Br:1][C:2]1[C:3]([CH3:21])=[C:4]([N:8]2[C:17](=[O:18])[C:16]3[C:11](=[CH:12][C:13]([F:19])=[CH:14][CH:15]=3)[NH:10][C:9]2=[O:20])[CH:5]=[CH:6][CH:7]=1.IC.[C:24]([O-])([O-])=O.[Cs+].[Cs+]. Given the product [Br:1][C:2]1[C:3]([CH3:21])=[C:4]([N:8]2[C:17](=[O:18])[C:16]3[C:11](=[CH:12][C:13]([F:19])=[CH:14][CH:15]=3)[N:10]([CH3:24])[C:9]2=[O:20])[CH:5]=[CH:6][CH:7]=1, predict the reactants needed to synthesize it.